Dataset: Catalyst prediction with 721,799 reactions and 888 catalyst types from USPTO. Task: Predict which catalyst facilitates the given reaction. (1) Reactant: [CH3:1][O:2][C:3]1[CH:12]=[C:11]2[C:6]([CH2:7][CH2:8][CH:9]([CH3:14])[C:10]2=O)=[CH:5][CH:4]=1.Cl.[NH2:16][OH:17]. Product: [CH3:1][O:2][C:3]1[CH:12]=[C:11]2[C:6]([CH2:7][CH2:8][CH:9]([CH3:14])[C:10]2=[N:16][OH:17])=[CH:5][CH:4]=1. The catalyst class is: 14. (2) Reactant: [NH:1]1[C:9]2[C:4](=[CH:5][CH:6]=[CH:7][CH:8]=2)[CH2:3][CH2:2]1.C(N(CC)CC)C.Cl[S:18]([C:21]1[CH:29]=[CH:28][C:24]([C:25]([OH:27])=[O:26])=[CH:23][CH:22]=1)(=[O:20])=[O:19]. Product: [N:1]1([S:18]([C:21]2[CH:22]=[CH:23][C:24]([C:25]([OH:27])=[O:26])=[CH:28][CH:29]=2)(=[O:20])=[O:19])[C:9]2[C:4](=[CH:5][CH:6]=[CH:7][CH:8]=2)[CH2:3][CH2:2]1. The catalyst class is: 5. (3) Reactant: C[O:2][C:3]1[CH:8]=[CH:7][N:6]=[CH:5][CH:4]=1.CO[C:11]1[CH:12]=[C:13]([Mg]Br)[CH:14]=[CH:15][CH:16]=1.Cl[C:20]([O:22][CH2:23][C:24]1[CH:29]=[CH:28][CH:27]=[CH:26][CH:25]=1)=[O:21].Cl. Product: [O:2]=[C:3]1[CH:8]=[CH:7][N:6]([C:20]([O:22][CH2:23][C:24]2[CH:29]=[CH:28][CH:27]=[CH:26][CH:25]=2)=[O:21])[CH:5]([C:16]2[CH:11]=[CH:12][CH:13]=[CH:14][CH:15]=2)[CH2:4]1. The catalyst class is: 1.